Dataset: Forward reaction prediction with 1.9M reactions from USPTO patents (1976-2016). Task: Predict the product of the given reaction. (1) Given the reactants [O:1]=[C:2]1[C:10]2[C:5](=[CH:6][CH:7]=[CH:8][CH:9]=2)[C:4](=[O:11])[N:3]1[CH2:12][CH2:13][N:14]1[C:23]2[C:18](=[N:19][CH:20]=[C:21]([CH2:24][C:25]3[CH:30]=[CH:29][C:28]([F:31])=[CH:27][CH:26]=3)[CH:22]=2)[C:17]([OH:32])=[C:16]([C:33](OCC)=[O:34])[C:15]1=[O:38].[NH2:39][CH2:40][CH2:41][O:42][CH2:43][CH2:44][OH:45], predict the reaction product. The product is: [O:1]=[C:2]1[C:10]2[C:5](=[CH:6][CH:7]=[CH:8][CH:9]=2)[C:4](=[O:11])[N:3]1[CH2:12][CH2:13][N:14]1[C:23]2[C:18](=[N:19][CH:20]=[C:21]([CH2:24][C:25]3[CH:26]=[CH:27][C:28]([F:31])=[CH:29][CH:30]=3)[CH:22]=2)[C:17]([OH:32])=[C:16]([C:33]([NH:39][CH2:40][CH2:41][O:42][CH2:43][CH2:44][OH:45])=[O:34])[C:15]1=[O:38]. (2) Given the reactants [F:1][C:2]1[CH:3]=[C:4]([NH:14][C:15](=[O:20])[CH2:16][C:17](=[O:19])[CH3:18])[CH:5]=[CH:6][C:7]=1[N:8]1[CH2:13][CH2:12][O:11][CH2:10][CH2:9]1.[Br:21]Br, predict the reaction product. The product is: [Br:21][CH2:18][C:17](=[O:19])[CH2:16][C:15]([NH:14][C:4]1[CH:5]=[CH:6][C:7]([N:8]2[CH2:9][CH2:10][O:11][CH2:12][CH2:13]2)=[C:2]([F:1])[CH:3]=1)=[O:20]. (3) Given the reactants [Cl:1][C:2]1[CH:7]=[CH:6][C:5]([F:8])=[CH:4][C:3]=1[N:9]1[C:13]([S:14]([C:17]2[CH:18]=[N:19][CH:20]=[CH:21][CH:22]=2)(=[O:16])=[O:15])=[CH:12][C:11]([CH2:23][N:24](C)[C:25](=O)OC(C)(C)C)=[N:10]1.[C:33]([O:36]CC)(=[O:35])[CH3:34].[C:39]([O:42]CC)(=[O:41])[CH3:40].Cl, predict the reaction product. The product is: [C:39]([OH:42])(=[O:41])/[CH:40]=[CH:34]/[C:33]([OH:36])=[O:35].[Cl:1][C:2]1[CH:7]=[CH:6][C:5]([F:8])=[CH:4][C:3]=1[N:9]1[C:13]([S:14]([C:17]2[CH:18]=[N:19][CH:20]=[CH:21][CH:22]=2)(=[O:15])=[O:16])=[CH:12][C:11]([CH2:23][NH:24][CH3:25])=[N:10]1.